Task: Predict the product of the given reaction.. Dataset: Forward reaction prediction with 1.9M reactions from USPTO patents (1976-2016) (1) Given the reactants [Cl:1][C:2]1[C:3]([CH2:49][C:50]2[CH:55]=[CH:54][C:53]([CH2:56][CH3:57])=[CH:52][CH:51]=2)=[CH:4][C:5]([C@H:10]2[C@H:15]([O:16][CH2:17][C:18]3[CH:23]=[CH:22][CH:21]=[CH:20][CH:19]=3)[C@@H:14]([O:24][CH2:25][C:26]3[CH:31]=[CH:30][CH:29]=[CH:28][CH:27]=3)[C@H:13]([O:32][CH2:33][C:34]3[CH:39]=[CH:38][CH:37]=[CH:36][CH:35]=3)[C@@H:12]([CH2:40][O:41][CH2:42][C:43]3[CH:48]=[CH:47][CH:46]=[CH:45][CH:44]=3)[O:11]2)=[C:6]([CH2:8][OH:9])[CH:7]=1.C1CCN(C(N=NC(N2CCCCC2)=O)=O)CC1.P(CCCC)(CCCC)CCCC.[C:89]([CH2:93]O)([F:92])([F:91])[F:90], predict the reaction product. The product is: [CH2:33]([O:32][C@H:13]1[C@H:14]([O:24][CH2:25][C:26]2[CH:31]=[CH:30][CH:29]=[CH:28][CH:27]=2)[C@@H:15]([O:16][CH2:17][C:18]2[CH:19]=[CH:20][CH:21]=[CH:22][CH:23]=2)[C@H:10]([C:5]2[CH:4]=[C:3]([CH2:49][C:50]3[CH:51]=[CH:52][C:53]([CH2:56][CH3:57])=[CH:54][CH:55]=3)[C:2]([Cl:1])=[CH:7][C:6]=2[CH2:8][O:9][CH2:93][C:89]([F:92])([F:91])[F:90])[O:11][C@@H:12]1[CH2:40][O:41][CH2:42][C:43]1[CH:44]=[CH:45][CH:46]=[CH:47][CH:48]=1)[C:34]1[CH:39]=[CH:38][CH:37]=[CH:36][CH:35]=1. (2) Given the reactants [CH3:1][C:2]1[N:7]=[C:6]([NH2:8])[CH:5]=[CH:4][CH:3]=1.[I:9](O)(=O)(=O)=O.S(=O)(=O)(O)O.II, predict the reaction product. The product is: [I:9][C:3]1[CH:4]=[CH:5][C:6]([NH2:8])=[N:7][C:2]=1[CH3:1].